From a dataset of Full USPTO retrosynthesis dataset with 1.9M reactions from patents (1976-2016). Predict the reactants needed to synthesize the given product. (1) Given the product [CH3:22][O:23][C:24]1[C:29]([C:2]2[CH:3]=[N:4][CH:5]=[C:6]([C:7]([NH:9][C:10]3[CH:15]=[CH:14][C:13]([O:16][C:17]([F:20])([F:19])[F:18])=[CH:12][CH:11]=3)=[O:8])[CH:21]=2)=[CH:28][CH:27]=[CH:26][N:25]=1, predict the reactants needed to synthesize it. The reactants are: Br[C:2]1[CH:3]=[N:4][CH:5]=[C:6]([CH:21]=1)[C:7]([NH:9][C:10]1[CH:15]=[CH:14][C:13]([O:16][C:17]([F:20])([F:19])[F:18])=[CH:12][CH:11]=1)=[O:8].[CH3:22][O:23][C:24]1[C:29](B(O)O)=[CH:28][CH:27]=[CH:26][N:25]=1.C([O-])([O-])=O.[K+].[K+].O. (2) Given the product [Cl:7][C:8]1[N:9]=[C:10]([N:2]([CH3:1])[C@@H:3]([CH3:6])[CH2:4][OH:5])[CH:11]=[C:12]([Cl:14])[N:13]=1, predict the reactants needed to synthesize it. The reactants are: [CH3:1][NH:2][C@@H:3]([CH3:6])[CH2:4][OH:5].[Cl:7][C:8]1[N:13]=[C:12]([Cl:14])[CH:11]=[C:10](Cl)[N:9]=1.C(N(CC)CC)C. (3) Given the product [NH:23]1[C:24]2[CH:37]=[CH:36][CH:35]=[CH:34][C:25]=2[N:26]=[C:22]1[CH2:21][N:8]([CH2:1][C:2]1[CH:7]=[CH:6][CH:5]=[CH:4][CH:3]=1)[S:9]([C:12]1[CH:13]=[CH:14][C:15]([CH:18]=[O:19])=[CH:16][CH:17]=1)(=[O:11])=[O:10], predict the reactants needed to synthesize it. The reactants are: [CH2:1]([NH:8][S:9]([C:12]1[CH:17]=[CH:16][C:15]([CH:18]=[O:19])=[CH:14][CH:13]=1)(=[O:11])=[O:10])[C:2]1[CH:7]=[CH:6][CH:5]=[CH:4][CH:3]=1.Cl[CH2:21][C:22]1[N:26](C(OC(C)(C)C)=O)[C:25]2[CH:34]=[CH:35][CH:36]=[CH:37][C:24]=2[N:23]=1.C(=O)([O-])[O-].[K+].[K+].[I-].[K+].C(O)(C(F)(F)F)=O.